The task is: Predict the product of the given reaction.. This data is from Forward reaction prediction with 1.9M reactions from USPTO patents (1976-2016). Given the reactants [CH3:1][O:2][C:3](=[O:15])[C:4]1[CH:13]=[CH:12][C:7]([C:8]([O:10][CH3:11])=[O:9])=[CH:6][C:5]=1F.[Br:16][C:17]1[CH:22]=[CH:21][CH:20]=[CH:19][C:18]=1[OH:23].C(=O)([O-])[O-].[K+].[K+].Cl, predict the reaction product. The product is: [CH3:1][O:2][C:3](=[O:15])[C:4]1[CH:13]=[CH:12][C:7]([C:8]([O:10][CH3:11])=[O:9])=[CH:6][C:5]=1[O:23][C:18]1[CH:19]=[CH:20][CH:21]=[CH:22][C:17]=1[Br:16].